This data is from Forward reaction prediction with 1.9M reactions from USPTO patents (1976-2016). The task is: Predict the product of the given reaction. (1) Given the reactants [NH2:1][C:2]1[CH:35]=[CH:34][C:5]([CH2:6][C@@H:7]2[CH2:11][CH2:10][C@H:9]([C@H:12]([O:19][Si:20]([C:23]([CH3:26])([CH3:25])[CH3:24])([CH3:22])[CH3:21])[C:13]3[CH:18]=[CH:17][CH:16]=[CH:15][CH:14]=3)[N:8]2[C:27]([O:29][C:30]([CH3:33])([CH3:32])[CH3:31])=[O:28])=[CH:4][CH:3]=1.[NH2:36][C:37]1[S:38][CH:39]=[C:40]([CH2:42][C:43](O)=[O:44])[N:41]=1, predict the reaction product. The product is: [NH2:36][C:37]1[S:38][CH:39]=[C:40]([CH2:42][C:43]([NH:1][C:2]2[CH:3]=[CH:4][C:5]([CH2:6][C@@H:7]3[CH2:11][CH2:10][C@H:9]([C@H:12]([O:19][Si:20]([C:23]([CH3:26])([CH3:25])[CH3:24])([CH3:22])[CH3:21])[C:13]4[CH:18]=[CH:17][CH:16]=[CH:15][CH:14]=4)[N:8]3[C:27]([O:29][C:30]([CH3:33])([CH3:32])[CH3:31])=[O:28])=[CH:34][CH:35]=2)=[O:44])[N:41]=1. (2) Given the reactants [CH2:1]([O:3][C:4](=[O:13])[C:5]1[CH:10]=[C:9]([F:11])[CH:8]=[C:7](F)[CH:6]=1)[CH3:2].[NH:14]1[CH2:19][CH2:18][O:17][CH2:16][CH2:15]1, predict the reaction product. The product is: [CH2:1]([O:3][C:4](=[O:13])[C:5]1[CH:6]=[C:7]([N:14]2[CH2:19][CH2:18][O:17][CH2:16][CH2:15]2)[CH:8]=[C:9]([F:11])[CH:10]=1)[CH3:2]. (3) Given the reactants FC(F)(F)C(O)=O.[Br:8][C:9]1[CH:15]=[C:14]([N+:16]([O-:18])=[O:17])[CH:13]=[C:12]([Cl:19])[C:10]=1N.N([O-])=O.[Na+].C(N(CC)CC)C, predict the reaction product. The product is: [Br:8][C:9]1[CH:15]=[C:14]([N+:16]([O-:18])=[O:17])[CH:13]=[C:12]([Cl:19])[CH:10]=1.